From a dataset of Reaction yield outcomes from USPTO patents with 853,638 reactions. Predict the reaction yield, written as a fraction of the theoretical maximum amount of product (1.0 means a 100% yield; for example, 0.34 means a 34% yield). (1) The reactants are CC([Si](C(C)C)([S:8][C:9]1[CH:10]=[C:11]([CH:23]=[CH:24][CH:25]=1)[O:12][CH2:13][CH2:14][C:15]1[N:20]=[C:19](CN)[CH:18]=[CH:17][CH:16]=1)C(C)C)C.[F-].[CH2:30]([N+:34](CCCC)(CCCC)CCCC)CCC.Br[CH2:48][C:49](=[O:57])[CH2:50][CH2:51][C:52]([O:54][CH2:55][CH3:56])=[O:53]. The catalyst is C1COCC1. The product is [CH3:30][NH:34][C:19]1[N:20]=[C:15]([CH2:14][CH2:13][O:12][C:11]2[CH:10]=[C:9]([S:8][CH2:48][C:49](=[O:57])[CH2:50][CH2:51][C:52]([O:54][CH2:55][CH3:56])=[O:53])[CH:25]=[CH:24][CH:23]=2)[CH:16]=[CH:17][CH:18]=1. The yield is 0.640. (2) The reactants are [N:1]1([C@:4]23[CH2:39][CH2:38][C@@H:37]([C:40]([CH3:42])=[CH2:41])[C@@H:5]2[CH:6]2[C@@:19]([CH3:22])([CH2:20][CH2:21]3)[C@@:18]3([CH3:23])[C@@H:9]([C@:10]4([CH3:36])[C@@H:15]([CH2:16][CH2:17]3)[C:14]([CH3:25])([CH3:24])[C:13]([C:26]3[CH:35]=[CH:34][C:29]([C:30]([O:32]C)=[O:31])=[CH:28][CH:27]=3)=[CH:12][CH2:11]4)[CH2:8][CH2:7]2)[CH2:3][CH2:2]1.[OH-].[Li+].Cl. The catalyst is CO.C1COCC1. The product is [N:1]1([C@:4]23[CH2:39][CH2:38][C@@H:37]([C:40]([CH3:42])=[CH2:41])[C@@H:5]2[CH:6]2[C@@:19]([CH3:22])([CH2:20][CH2:21]3)[C@@:18]3([CH3:23])[C@@H:9]([C@:10]4([CH3:36])[C@@H:15]([CH2:16][CH2:17]3)[C:14]([CH3:24])([CH3:25])[C:13]([C:26]3[CH:27]=[CH:28][C:29]([C:30]([OH:32])=[O:31])=[CH:34][CH:35]=3)=[CH:12][CH2:11]4)[CH2:8][CH2:7]2)[CH2:2][CH2:3]1. The yield is 0.680. (3) The reactants are [CH2:1]([O:8][N:9]=[C:10]1[C:18]2([CH2:23][CH2:22][CH2:21][CH2:20][CH2:19]2)[C:17]2[C:12](=[CH:13][CH:14]=[C:15](Br)[CH:16]=2)[NH:11]1)[C:2]1[CH:7]=[CH:6][CH:5]=[CH:4][CH:3]=1.[F:25][C:26]1[CH:31]=[CH:30][C:29](B(O)O)=[CH:28][CH:27]=1.CCCCCC. The catalyst is C(OCC)(=O)C. The product is [CH2:1]([O:8][N:9]=[C:10]1[C:18]2([CH2:23][CH2:22][CH2:21][CH2:20][CH2:19]2)[C:17]2[C:12](=[CH:13][CH:14]=[C:15]([C:29]3[CH:30]=[CH:31][C:26]([F:25])=[CH:27][CH:28]=3)[CH:16]=2)[NH:11]1)[C:2]1[CH:7]=[CH:6][CH:5]=[CH:4][CH:3]=1. The yield is 0.670. (4) The reactants are [CH3:1][C:2]1[C:7]([CH3:8])=[CH:6][C:5]([CH3:9])=[CH:4][C:3]=1[OH:10].N1C=CC=CC=1.[C:17](OC(=O)C)(=[O:19])[CH3:18].O. The catalyst is ClCCl. The product is [C:17]([O:10][C:3]1[CH:4]=[C:5]([CH3:9])[CH:6]=[C:7]([CH3:8])[C:2]=1[CH3:1])(=[O:19])[CH3:18]. The yield is 1.00. (5) The reactants are C(OC([N:8]1[CH2:13][CH2:12][N:11]([C:14]2[CH:19]=[CH:18][C:17]([NH:20][C:21]([N:23]3[CH2:28][CH2:27][N:26]([C:29](=[O:37])[C:30]4[CH:35]=[CH:34][CH:33]=[C:32]([F:36])[CH:31]=4)[CH2:25][CH2:24]3)=[O:22])=[CH:16][C:15]=2[F:38])[CH2:10][CH2:9]1)=O)(C)(C)C.Cl.O1CCOCC1. The catalyst is C(Cl)Cl.CO. The product is [F:38][C:15]1[CH:16]=[C:17]([NH:20][C:21]([N:23]2[CH2:24][CH2:25][N:26]([C:29](=[O:37])[C:30]3[CH:35]=[CH:34][CH:33]=[C:32]([F:36])[CH:31]=3)[CH2:27][CH2:28]2)=[O:22])[CH:18]=[CH:19][C:14]=1[N:11]1[CH2:10][CH2:9][NH:8][CH2:13][CH2:12]1. The yield is 0.980. (6) The catalyst is ClCCl.[Br-].C([N+](CCCC)(CCCC)CCCC)CCC. The yield is 0.790. The product is [F:6][C:7]1[CH:14]=[CH:13][C:10]([CH2:11][N:1]2[CH:5]=[CH:4][CH:3]=[CH:2]2)=[CH:9][CH:8]=1. The reactants are [NH:1]1[CH:5]=[CH:4][CH:3]=[CH:2]1.[F:6][C:7]1[CH:14]=[CH:13][C:10]([CH2:11]Br)=[CH:9][CH:8]=1.[OH-].[Na+]. (7) The reactants are [CH2:1]([C:3]1[CH:11]=[CH:10][C:6]([C:7]([OH:9])=[O:8])=[CH:5][CH:4]=1)[CH3:2].[N+:12]([O-])([OH:14])=[O:13]. The catalyst is S(=O)(=O)(O)O. The product is [CH2:1]([C:3]1[CH:11]=[CH:10][C:6]([C:7]([OH:9])=[O:8])=[CH:5][C:4]=1[N+:12]([O-:14])=[O:13])[CH3:2]. The yield is 0.980. (8) The reactants are [OH:1][C:2]1[CH:11]=[C:10]2[C:5]([CH:6]=[C:7]([CH:12]=[O:13])[CH:8]=[N:9]2)=[CH:4][CH:3]=1.Br[CH2:15][CH2:16][CH2:17][CH2:18][CH2:19][CH2:20][CH3:21].C([O-])([O-])=O.[K+].[K+].O. The catalyst is CN(C=O)C. The product is [CH2:15]([O:1][C:2]1[CH:11]=[C:10]2[C:5]([CH:6]=[C:7]([CH:12]=[O:13])[CH:8]=[N:9]2)=[CH:4][CH:3]=1)[CH2:16][CH2:17][CH2:18][CH2:19][CH2:20][CH3:21]. The yield is 0.300. (9) The reactants are [NH2:1][C:2]1[CH:3]=[CH:4][C:5]([Cl:11])=[C:6]([CH:10]=1)[C:7]([NH2:9])=[O:8].[N:12]([O-])=O.[Na+].S(=O)(=O)(O)N.O.O.[Sn](Cl)(Cl)(Cl)Cl.[OH-].[Na+]. The catalyst is Cl.O.C1C([O-])=C(Cl)C(Cl)=C(Cl)C=1.C1C([O-])=C(Cl)C(Cl)=C(Cl)C=1.[Zn+2]. The product is [NH:1]([C:2]1[CH:3]=[CH:4][C:5]([Cl:11])=[C:6]([CH:10]=1)[C:7]([NH2:9])=[O:8])[NH2:12]. The yield is 0.290.